The task is: Predict the product of the given reaction.. This data is from Forward reaction prediction with 1.9M reactions from USPTO patents (1976-2016). (1) Given the reactants F[P-](F)(F)(F)(F)F.N1(O[P+](N2CCCC2)(N2CCCC2)N2CCCC2)C2C=CC=CC=2N=N1.[CH3:34][C:35]1[C:39]([C:40]2[CH:49]=[C:48]3[C:43]([C:44]([NH:53][C:54]4[CH:59]=[CH:58][CH:57]=[C:56]([C:60]([O:62][CH2:63][CH3:64])=[O:61])[CH:55]=4)=[C:45]([C:50]([OH:52])=O)[CH:46]=[N:47]3)=[CH:42][CH:41]=2)=[C:38]([CH3:65])[O:37][N:36]=1.[CH3:66][O:67][C:68]1[CH:75]=[CH:74][C:71]([CH2:72][NH2:73])=[CH:70][CH:69]=1.C(N(CC)CC)C.Cl, predict the reaction product. The product is: [CH3:34][C:35]1[C:39]([C:40]2[CH:49]=[C:48]3[C:43]([C:44]([NH:53][C:54]4[CH:55]=[C:56]([CH:57]=[CH:58][CH:59]=4)[C:60]([O:62][CH2:63][CH3:64])=[O:61])=[C:45]([C:50]([NH:73][CH2:72][C:71]4[CH:74]=[CH:75][C:68]([O:67][CH3:66])=[CH:69][CH:70]=4)=[O:52])[CH:46]=[N:47]3)=[CH:42][CH:41]=2)=[C:38]([CH3:65])[O:37][N:36]=1. (2) Given the reactants [N+:1]([C:4]1[CH:5]=[C:6]([CH:9]=[CH:10][C:11]=1[N:12]1[CH2:17][CH2:16][CH:15]([CH2:18][N:19]2[CH2:23][CH2:22][CH2:21][CH2:20]2)[CH2:14][CH2:13]1)[CH:7]=O)([O-:3])=[O:2].[OH:24][CH:25]1[CH2:30][CH2:29][NH:28][CH2:27][CH2:26]1, predict the reaction product. The product is: [N+:1]([C:4]1[CH:5]=[C:6]([CH:9]=[CH:10][C:11]=1[N:12]1[CH2:13][CH2:14][CH:15]([CH2:18][N:19]2[CH2:23][CH2:22][CH2:21][CH2:20]2)[CH2:16][CH2:17]1)[CH2:7][N:28]1[CH2:29][CH2:30][CH:25]([OH:24])[CH2:26][CH2:27]1)([O-:3])=[O:2]. (3) Given the reactants [Br:1][C:2]1[C:3]([NH:9][C:10]2[CH:15]=[CH:14][CH:13]=[CH:12][C:11]=2[NH:16][S:17]([CH3:20])(=[O:19])=[O:18])=[N:4][C:5]([Cl:8])=[N:6][CH:7]=1.[CH2:21]([C:23]1[CH:29]=[CH:28][CH:27]=[CH:26][C:24]=1[NH2:25])[CH3:22], predict the reaction product. The product is: [ClH:8].[Br:1][C:2]1[C:3]([NH:9][C:10]2[CH:15]=[CH:14][CH:13]=[CH:12][C:11]=2[NH:16][S:17]([CH3:20])(=[O:19])=[O:18])=[N:4][C:5]([NH:25][C:24]2[CH:26]=[CH:27][CH:28]=[CH:29][C:23]=2[CH2:21][CH3:22])=[N:6][CH:7]=1. (4) Given the reactants [Cl:1][C:2]1[CH:10]=[C:9]2[C:5]([C:6]([CH2:18][C:19]3[CH:24]=[CH:23][CH:22]=[C:21]([Cl:25])[CH:20]=3)([CH:12]3[CH2:17][CH2:16][CH2:15][NH:14][CH2:13]3)[C:7](=[O:11])[NH:8]2)=[CH:4][CH:3]=1.C(N(CC)CC)C.[N:33]([C:36]1[CH:41]=[CH:40][C:39]([S:42][CH3:43])=[CH:38][CH:37]=1)=[C:34]=[O:35], predict the reaction product. The product is: [CH3:43][S:42][C:39]1[CH:38]=[CH:37][C:36]([NH:33][C:34]([N:14]2[CH2:15][CH2:16][CH2:17][CH:12]([C:6]3([CH2:18][C:19]4[CH:24]=[CH:23][CH:22]=[C:21]([Cl:25])[CH:20]=4)[C:5]4[C:9](=[CH:10][C:2]([Cl:1])=[CH:3][CH:4]=4)[NH:8][C:7]3=[O:11])[CH2:13]2)=[O:35])=[CH:41][CH:40]=1. (5) Given the reactants [CH2:1]([N:8]1[CH:13]([CH2:14][O:15][Si:16]([C:19]([CH3:22])([CH3:21])[CH3:20])([CH3:18])[CH3:17])[CH2:12][O:11][CH:10]([CH3:23])[C:9]1=[O:24])[C:2]1[CH:7]=[CH:6][CH:5]=[CH:4][CH:3]=1.[CH3:25][Si](C)(C)[N-][Si](C)(C)C.[Li+].[CH2:35](I)[CH:36]=C, predict the reaction product. The product is: [CH2:23]([C:10]1([CH3:25])[O:11][CH2:12][CH:13]([CH2:14][O:15][Si:16]([C:19]([CH3:20])([CH3:22])[CH3:21])([CH3:18])[CH3:17])[N:8]([CH2:1][C:2]2[CH:7]=[CH:6][CH:5]=[CH:4][CH:3]=2)[C:9]1=[O:24])[CH:35]=[CH2:36]. (6) Given the reactants [N+:1]([C:4]1[CH:9]=[CH:8][C:7]([CH2:10][CH2:11][CH2:12][CH2:13]O)=[CH:6][CH:5]=1)([O-:3])=[O:2].C1C=CC(P(C2C=CC=CC=2)C2C=CC=CC=2)=CC=1.C(Br)(Br)(Br)[Br:35], predict the reaction product. The product is: [Br:35][CH2:13][CH2:12][CH2:11][CH2:10][C:7]1[CH:8]=[CH:9][C:4]([N+:1]([O-:3])=[O:2])=[CH:5][CH:6]=1. (7) Given the reactants C(=O)([O-])O.[Na+].[S:6]=[C:7]1[NH:12][C:11]2[NH:13][CH:14]=[CH:15][C:10]=2[C:9](=[O:16])[N:8]1[C:17]1[CH:22]=[CH:21][C:20]([O:23][CH2:24][C:25]([F:28])([F:27])[F:26])=[CH:19][CH:18]=1.I[CH2:30][CH2:31][CH3:32], predict the reaction product. The product is: [CH2:30]([S:6][C:7]1[N:8]([C:17]2[CH:18]=[CH:19][C:20]([O:23][CH2:24][C:25]([F:28])([F:27])[F:26])=[CH:21][CH:22]=2)[C:9](=[O:16])[C:10]2[CH:15]=[CH:14][NH:13][C:11]=2[N:12]=1)[CH2:31][CH3:32].